From a dataset of Forward reaction prediction with 1.9M reactions from USPTO patents (1976-2016). Predict the product of the given reaction. (1) Given the reactants [Br:1][C:2]1[CH:3]=[C:4]([C:16]([OH:18])=O)[C:5]2[CH:6]=[N:7][N:8]([CH:11]3[CH2:15][CH2:14][CH2:13][CH2:12]3)[C:9]=2[CH:10]=1.C1CN([P+](ON2N=NC3C=CC=CC2=3)(N2CCCC2)N2CCCC2)CC1.F[P-](F)(F)(F)(F)F.[NH2:52][CH2:53][C:54]1[C:55](=[O:70])[NH:56][C:57]([CH3:69])=[CH:58][C:59]=1[CH2:60][O:61][Si](C(C)(C)C)(C)C.O, predict the reaction product. The product is: [Br:1][C:2]1[CH:3]=[C:4]([C:16]([NH:52][CH2:53][C:54]2[C:55](=[O:70])[NH:56][C:57]([CH3:69])=[CH:58][C:59]=2[CH2:60][OH:61])=[O:18])[C:5]2[CH:6]=[N:7][N:8]([CH:11]3[CH2:12][CH2:13][CH2:14][CH2:15]3)[C:9]=2[CH:10]=1. (2) Given the reactants Cl.[CH2:2]([O:4][C:5]1[CH:6]=[CH:7][C:8]([F:29])=[C:9]([C:11]2[CH:16]=[C:15]([CH3:17])[N:14]=[C:13]([C:18]3[CH2:22][CH2:21][C@:20]4([CH2:26][CH2:25][N:24]([CH3:27])[C:23]4=[O:28])[N:19]=3)[N:12]=2)[CH:10]=1)[CH3:3].C(O[BH-](OC(=O)C)OC(=O)C)(=O)C.[Na+], predict the reaction product. The product is: [CH2:2]([O:4][C:5]1[CH:6]=[CH:7][C:8]([F:29])=[C:9]([C:11]2[CH:16]=[C:15]([CH3:17])[N:14]=[C:13]([C@@H:18]3[CH2:22][CH2:21][C@:20]4([CH2:26][CH2:25][N:24]([CH3:27])[C:23]4=[O:28])[NH:19]3)[N:12]=2)[CH:10]=1)[CH3:3]. (3) Given the reactants [NH2:1][C:2]1[CH:3]=[C:4]([C:8]#[CH:9])[CH:5]=[CH:6][CH:7]=1.N1C(C)=CC=CC=1C.[C:18]1([S:24](Cl)(=[O:26])=[O:25])[CH:23]=[CH:22][CH:21]=[CH:20][CH:19]=1, predict the reaction product. The product is: [C:8]([C:4]1[CH:3]=[C:2]([NH:1][S:24]([C:18]2[CH:23]=[CH:22][CH:21]=[CH:20][CH:19]=2)(=[O:26])=[O:25])[CH:7]=[CH:6][CH:5]=1)#[CH:9]. (4) Given the reactants COC[O:4][CH2:5][C:6]1[N:7]=[C:8]([C:33]2[CH:38]=[CH:37][CH:36]=[CH:35][CH:34]=2)[O:9][C:10]=1[CH2:11][O:12][C:13]1[CH:18]=[CH:17][C:16]([O:19][CH2:20][C:21]2[N:22]=[C:23]([C:27]3[CH:32]=[CH:31][CH:30]=[CH:29][CH:28]=3)[O:24][C:25]=2[CH3:26])=[CH:15][CH:14]=1.Cl.O1CCCC1, predict the reaction product. The product is: [CH3:26][C:25]1[O:24][C:23]([C:27]2[CH:28]=[CH:29][CH:30]=[CH:31][CH:32]=2)=[N:22][C:21]=1[CH2:20][O:19][C:16]1[CH:17]=[CH:18][C:13]([O:12][CH2:11][C:10]2[O:9][C:8]([C:33]3[CH:34]=[CH:35][CH:36]=[CH:37][CH:38]=3)=[N:7][C:6]=2[CH2:5][OH:4])=[CH:14][CH:15]=1. (5) Given the reactants C[O:2][C:3]1[CH:4]=[C:5]([CH:9]2[CH:14]3[CH2:15][CH2:16][CH:10]2[CH2:11][NH:12][CH2:13]3)[CH:6]=[CH:7][CH:8]=1.Br.[OH-].[Na+].Cl.CCOC(C)=O, predict the reaction product. The product is: [CH:10]12[CH:9]([C:5]3[CH:4]=[C:3]([OH:2])[CH:8]=[CH:7][CH:6]=3)[CH:14]([CH2:15][CH2:16]1)[CH2:13][NH:12][CH2:11]2. (6) Given the reactants C(OC([N:8]1[CH2:12][C@@H:11]([CH2:13][N:14]([C:18](=[O:33])[C:19]2[CH:24]=[CH:23][C:22]([CH2:25][CH3:26])=[C:21]([O:27][CH2:28][CH2:29][CH2:30][O:31][CH3:32])[CH:20]=2)[CH:15]([CH3:17])[CH3:16])[C@H:10]([NH2:34])[CH2:9]1)=O)(C)(C)C.Cl[CH2:36][C:37]([N:39]([CH2:41][CH:42]1[CH2:47][CH2:46][CH2:45][CH2:44][CH2:43]1)[CH3:40])=[O:38].[Cl-].CC#N.O, predict the reaction product. The product is: [CH:42]1([CH2:41][N:39]([CH3:40])[C:37]([CH2:36][NH:34][C@@H:10]2[CH2:9][NH:8][CH2:12][C@H:11]2[CH2:13][N:14]([CH:15]([CH3:16])[CH3:17])[C:18](=[O:33])[C:19]2[CH:24]=[CH:23][C:22]([CH2:25][CH3:26])=[C:21]([O:27][CH2:28][CH2:29][CH2:30][O:31][CH3:32])[CH:20]=2)=[O:38])[CH2:47][CH2:46][CH2:45][CH2:44][CH2:43]1. (7) Given the reactants [O:1]1[CH2:5][CH2:4][O:3][CH:2]1[CH2:6][CH:7]([C:9]1[CH:10]=[N:11][C:12]([C:15]([F:18])([F:17])[F:16])=[CH:13][CH:14]=1)O.C1C=CC(OP(OC2C=CC=CC=2)([N:28]=[N+:29]=[N-:30])=O)=CC=1.N12CCCN=C1CCCCC2, predict the reaction product. The product is: [N:28]([CH:7]([C:9]1[CH:14]=[CH:13][C:12]([C:15]([F:18])([F:17])[F:16])=[N:11][CH:10]=1)[CH2:6][CH:2]1[O:3][CH2:4][CH2:5][O:1]1)=[N+:29]=[N-:30].